Task: Predict the reaction yield, written as a fraction of the theoretical maximum amount of product (1.0 means a 100% yield; for example, 0.34 means a 34% yield).. Dataset: Reaction yield outcomes from USPTO patents with 853,638 reactions (1) The reactants are [CH3:1][O:2][C:3]1[CH:4]=[C:5]2[C:10](=[CH:11][C:12]=1[O:13][CH3:14])[N:9]=[CH:8][CH:7]=[C:6]2[O:15][C:16]1[CH:22]=[CH:21][C:19]([NH2:20])=[CH:18][CH:17]=1.C(O)C.[CH3:26][C:27]1[CH:32]=[CH:31][CH:30]=[CH:29][C:28]=1[C:33]([N:35]=[C:36]=[S:37])=[O:34]. The catalyst is C1(C)C=CC=CC=1. The product is [CH3:1][O:2][C:3]1[CH:4]=[C:5]2[C:10](=[CH:11][C:12]=1[O:13][CH3:14])[N:9]=[CH:8][CH:7]=[C:6]2[O:15][C:16]1[CH:22]=[CH:21][C:19]([NH:20][C:36]([NH:35][C:33](=[O:34])[C:28]2[CH:29]=[CH:30][CH:31]=[CH:32][C:27]=2[CH3:26])=[S:37])=[CH:18][CH:17]=1. The yield is 0.970. (2) The reactants are [F:1][C:2]1[CH:3]=[C:4]([CH:22]=[CH:23][CH:24]=1)[CH2:5][O:6][C:7]1[CH:12]=[CH:11][C:10]([N:13]2[C:17](=[O:18])[CH2:16][C@H:15]([C:19](O)=[O:20])[CH2:14]2)=[CH:9][CH:8]=1.C[N:26]1CCOCC1.ClC(OCC)=O. The catalyst is O1CCCC1. The product is [F:1][C:2]1[CH:3]=[C:4]([CH:22]=[CH:23][CH:24]=1)[CH2:5][O:6][C:7]1[CH:12]=[CH:11][C:10]([N:13]2[C:17](=[O:18])[CH2:16][C@H:15]([C:19]([NH2:26])=[O:20])[CH2:14]2)=[CH:9][CH:8]=1. The yield is 0.880.